From a dataset of Forward reaction prediction with 1.9M reactions from USPTO patents (1976-2016). Predict the product of the given reaction. (1) Given the reactants [CH:1]1([C:7]2[CH:15]=[CH:14][C:10]([C:11](O)=[O:12])=[CH:9][CH:8]=2)[CH2:6][CH2:5][CH2:4][CH2:3][CH2:2]1.[H-].C([Al+]CC(C)C)C(C)C, predict the reaction product. The product is: [CH:1]1([C:7]2[CH:8]=[CH:9][C:10]([CH2:11][OH:12])=[CH:14][CH:15]=2)[CH2:2][CH2:3][CH2:4][CH2:5][CH2:6]1. (2) Given the reactants [CH3:1][O:2][C:3]1[CH:4]=[C:5]([CH:24]=[CH:25][C:26]=1[O:27]CC1C=CC=CC=1)[C:6](=[O:23])[CH2:7][N:8]1[C:12]2[CH:13]=[CH:14][CH:15]=[CH:16][C:11]=2[N:10]=[C:9]1[C:17]1[C:18]([NH2:22])=[N:19][O:20][N:21]=1, predict the reaction product. The product is: [CH3:1][O:2][C:3]1[CH:4]=[C:5]([CH:24]=[CH:25][C:26]=1[OH:27])[C:6](=[O:23])[CH2:7][N:8]1[C:12]2[CH:13]=[CH:14][CH:15]=[CH:16][C:11]=2[N:10]=[C:9]1[C:17]1[C:18]([NH2:22])=[N:19][O:20][N:21]=1. (3) Given the reactants [CH2:1]([N:3]([CH2:9][C:10]1[CH:15]=[C:14]([C:16]([F:19])([F:18])[F:17])[CH:13]=[CH:12][C:11]=1[C:20]1[CH:25]=[C:24]([C:26]([F:29])([F:28])[F:27])[CH:23]=[C:22]([C@@H:30]([CH3:46])[C:31](N2[C@H](C)[C@H](C3C=CC=CC=3)OC2=O)=[O:32])[CH:21]=1)[C:4]([CH:6]1[CH2:8][CH2:7]1)=[O:5])[CH3:2].[OH-:47].[Li+].OO.Cl, predict the reaction product. The product is: [CH:6]1([C:4]([N:3]([CH2:9][C:10]2[CH:15]=[C:14]([C:16]([F:17])([F:18])[F:19])[CH:13]=[CH:12][C:11]=2[C:20]2[CH:25]=[C:24]([C:26]([F:28])([F:29])[F:27])[CH:23]=[C:22]([C@@H:30]([CH3:46])[C:31]([OH:32])=[O:47])[CH:21]=2)[CH2:1][CH3:2])=[O:5])[CH2:7][CH2:8]1. (4) Given the reactants [C:1]([N:8]1[CH2:15][C@H:14]([OH:16])[CH2:13][C@H:9]1[C:10]([OH:12])=[O:11])([O:3][C:4]([CH3:7])([CH3:6])[CH3:5])=[O:2].[C:17]1([C:23]([C:26]2[CH:31]=[CH:30][CH:29]=[CH:28][CH:27]=2)=[N+]=[N-])[CH:22]=[CH:21][CH:20]=[CH:19][CH:18]=1, predict the reaction product. The product is: [C:17]1([CH:23]([O:11][C:10](=[O:12])[C@@H:9]2[CH2:13][C@@H:14]([OH:16])[CH2:15][N:8]2[C:1]([O:3][C:4]([CH3:7])([CH3:6])[CH3:5])=[O:2])[C:26]2[CH:27]=[CH:28][CH:29]=[CH:30][CH:31]=2)[CH:22]=[CH:21][CH:20]=[CH:19][CH:18]=1. (5) Given the reactants [F:1][C:2]1[CH:7]=[CH:6][CH:5]=[CH:4][C:3]=1[C:8]1[C:20]2[C:19]3[C:14](=[CH:15][C:16]([C:21]([N:23]4[CH2:28][CH2:27][O:26][CH2:25][CH2:24]4)=[O:22])=[CH:17][CH:18]=3)[NH:13][C:12]=2[C:11]([C:29]([O:31]CC)=[O:30])=[N:10][CH:9]=1.[Li+].[OH-], predict the reaction product. The product is: [F:1][C:2]1[CH:7]=[CH:6][CH:5]=[CH:4][C:3]=1[C:8]1[C:20]2[C:19]3[C:14](=[CH:15][C:16]([C:21]([N:23]4[CH2:28][CH2:27][O:26][CH2:25][CH2:24]4)=[O:22])=[CH:17][CH:18]=3)[NH:13][C:12]=2[C:11]([C:29]([OH:31])=[O:30])=[N:10][CH:9]=1. (6) The product is: [Br:11][C:12]1[CH:17]=[CH:16][N:15]=[C:14]([C:19]2([C:22]#[N:23])[CH2:21][CH2:20]2)[CH:13]=1. Given the reactants [Li+].C[Si]([N-][Si](C)(C)C)(C)C.[Br:11][C:12]1[CH:17]=[CH:16][N:15]=[C:14](F)[CH:13]=1.[CH:19]1([C:22]#[N:23])[CH2:21][CH2:20]1.C1(C)C=CC=CC=1, predict the reaction product.